This data is from Catalyst prediction with 721,799 reactions and 888 catalyst types from USPTO. The task is: Predict which catalyst facilitates the given reaction. (1) Reactant: Br[C:2]1[CH:3]=[CH:4][C:5]([CH3:8])=[N:6][CH:7]=1.[Li]CCCC.CN([CH:17]=[O:18])C. Product: [CH3:8][C:5]1[CH:4]=[CH:3][C:2]([CH:17]=[O:18])=[CH:7][N:6]=1. The catalyst class is: 1. (2) Product: [NH2:1][C:2]1[C:7]([C:8]#[N:9])=[C:6]([CH:10]2[CH2:15][CH2:14][N:13]([C:16]([O:18][C:19]([CH3:20])([CH3:21])[CH3:22])=[O:17])[CH2:12][CH2:11]2)[C:5]([C:23]#[N:24])=[C:4]([S:25][CH2:27][C:28]2[N:29]=[C:30]([NH:33][C:34]3[CH:39]=[CH:38][C:37]([F:40])=[CH:36][CH:35]=3)[S:31][CH:32]=2)[N:3]=1. Reactant: [NH2:1][C:2]1[C:7]([C:8]#[N:9])=[C:6]([CH:10]2[CH2:15][CH2:14][N:13]([C:16]([O:18][C:19]([CH3:22])([CH3:21])[CH3:20])=[O:17])[CH2:12][CH2:11]2)[C:5]([C:23]#[N:24])=[C:4]([SH:25])[N:3]=1.Cl[CH2:27][C:28]1[N:29]=[C:30]([NH:33][C:34]2[CH:39]=[CH:38][C:37]([F:40])=[CH:36][CH:35]=2)[S:31][CH:32]=1.C(=O)(O)[O-].[Na+]. The catalyst class is: 3. (3) Reactant: [NH:1]1[CH2:6][CH2:5][O:4][CH2:3][CH2:2]1.[Cl-].C[Al+]C.[F:11][C:12]1[CH:21]=[CH:20][C:19]2[O:18][CH2:17][C:16]3[CH:22]=[C:23]([C:25]([O-])=[O:26])[S:24][C:15]=3[C:14]=2[CH:13]=1. Product: [F:11][C:12]1[CH:21]=[CH:20][C:19]2[O:18][CH2:17][C:16]3[CH:22]=[C:23]([C:25]([N:1]4[CH2:6][CH2:5][O:4][CH2:3][CH2:2]4)=[O:26])[S:24][C:15]=3[C:14]=2[CH:13]=1. The catalyst class is: 26. (4) Reactant: [NH2:1][CH:2]1[CH2:7][CH2:6][N:5]([CH2:8][CH2:9][N:10]2[C:15]3[CH:16]=[C:17]([Cl:20])[CH:18]=[CH:19][C:14]=3[N+:13]([O-:21])=[N:12][C:11]2=[O:22])[CH2:4][CH2:3]1.[O:23]=[C:24]1[CH2:29][O:28][C:27]2[CH:30]=[CH:31][C:32]([CH:34]=O)=[N:33][C:26]=2[NH:25]1.C(O[BH3-])(=O)C.[Na+].CO. Product: [Cl:20][C:17]1[CH:18]=[CH:19][C:14]2[N+:13]([O-:21])=[N:12][C:11](=[O:22])[N:10]([CH2:9][CH2:8][N:5]3[CH2:4][CH2:3][CH:2]([NH:1][CH2:34][C:32]4[CH:31]=[CH:30][C:27]5[O:28][CH2:29][C:24](=[O:23])[NH:25][C:26]=5[N:33]=4)[CH2:7][CH2:6]3)[C:15]=2[CH:16]=1. The catalyst class is: 411. (5) Reactant: [N:1]#[C:2][NH2:3].[O-]CC.[Na+].[CH3:8][CH2:9][C:10](=O)[CH:11]([CH2:13][CH3:14])[OH:12].O. Product: [NH2:1][C:2]1[O:12][C:11]([CH2:13][CH3:14])=[C:10]([CH2:9][CH3:8])[N:3]=1. The catalyst class is: 8. (6) Reactant: [O:1]=[C:2]1[N:12]2[C:13]3[C:8]([CH2:9][CH:10]([NH:14][C:15](=[O:21])[O:16][C:17]([CH3:20])([CH3:19])[CH3:18])[CH2:11]2)=[CH:7][CH:6]=[CH:5][C:4]=3[NH:3]1.Br[CH2:23][C:24]([O:26][CH3:27])=[O:25].C(=O)([O-])[O-].[K+].[K+].S([O-])(O)(=O)=O.[K+]. Product: [C:17]([O:16][C:15]([NH:14][CH:10]1[CH2:9][C:8]2[C:13]3=[C:4]([N:3]([CH2:23][C:24]([O:26][CH3:27])=[O:25])[C:2](=[O:1])[N:12]3[CH2:11]1)[CH:5]=[CH:6][CH:7]=2)=[O:21])([CH3:18])([CH3:20])[CH3:19]. The catalyst class is: 9. (7) Reactant: [C:1]([C@H:5]1[CH2:10][CH2:9][C@H:8]([O:11][C:12]2[CH:13]=[C:14]3[C:19](=[CH:20][CH:21]=2)[CH:18]=[C:17]([CH:22]=O)[CH:16]=[CH:15]3)[CH2:7][CH2:6]1)([CH3:4])([CH3:3])[CH3:2].[NH2:24][CH2:25][CH2:26][C:27]([NH:29][S:30]([C:33]1[CH:38]=[CH:37][CH:36]=[CH:35][CH:34]=1)(=[O:32])=[O:31])=[O:28].[BH3-]C#N.[Na+]. Product: [C:1]([C@H:5]1[CH2:10][CH2:9][C@H:8]([O:11][C:12]2[CH:13]=[C:14]3[C:19](=[CH:20][CH:21]=2)[CH:18]=[C:17]([CH2:22][NH:24][CH2:25][CH2:26][C:27]([NH:29][S:30]([C:33]2[CH:38]=[CH:37][CH:36]=[CH:35][CH:34]=2)(=[O:32])=[O:31])=[O:28])[CH:16]=[CH:15]3)[CH2:7][CH2:6]1)([CH3:4])([CH3:3])[CH3:2]. The catalyst class is: 8. (8) The catalyst class is: 233. Reactant: [C:1]([C:3]1[N:7]([CH3:8])[N:6]=[N:5][C:4]=1[C:9]1[CH:14]=[CH:13][C:12]([F:15])=[CH:11][CH:10]=1)#[CH:2].Br[C:17]1[CH:26]=[CH:25][C:20]([C:21]([O:23][CH3:24])=[O:22])=[CH:19][N:18]=1.C(N(CC)CC)C. Product: [CH3:24][O:23][C:21](=[O:22])[C:20]1[CH:25]=[CH:26][C:17]([C:2]#[C:1][C:3]2[N:7]([CH3:8])[N:6]=[N:5][C:4]=2[C:9]2[CH:14]=[CH:13][C:12]([F:15])=[CH:11][CH:10]=2)=[N:18][CH:19]=1. (9) Reactant: Cl.[CH2:2]([O:9][CH2:10][C@H:11]([O:13][C:14]1[CH:15]=[C:16]([C@H:20]([OH:37])[CH2:21][N:22]([CH2:30][C:31]2[CH:36]=[CH:35][CH:34]=[CH:33][CH:32]=2)[CH2:23][C:24]2[CH:29]=[CH:28][CH:27]=[CH:26][CH:25]=2)[CH:17]=[CH:18][CH:19]=1)[CH3:12])[C:3]1[CH:8]=[CH:7][CH:6]=[CH:5][CH:4]=1.C([Li])CCC.C([O:46][B:47]1OC(C)(C)C(C)(C)O1)(C)C.C(=O)(O)[O-].[Na+]. Product: [CH2:2]([O:9][CH2:10][C@H:11]([O:13][C:14]1[C:15]2[B:47]([OH:46])[O:37][C@H:20]([CH2:21][N:22]([CH2:30][C:31]3[CH:32]=[CH:33][CH:34]=[CH:35][CH:36]=3)[CH2:23][C:24]3[CH:29]=[CH:28][CH:27]=[CH:26][CH:25]=3)[C:16]=2[CH:17]=[CH:18][CH:19]=1)[CH3:12])[C:3]1[CH:8]=[CH:7][CH:6]=[CH:5][CH:4]=1. The catalyst class is: 359.